Dataset: Full USPTO retrosynthesis dataset with 1.9M reactions from patents (1976-2016). Task: Predict the reactants needed to synthesize the given product. (1) Given the product [CH:16]1[C:17]2[C:22](=[CH:21][CH:20]=[CH:19][CH:18]=2)[CH:23]=[CH:24][C:15]=1[NH:14][C:10]1[CH:11]=[CH:12][CH:13]=[C:4]([C:3]([OH:25])=[O:2])[C:5]=1[C:6]([OH:8])=[O:7], predict the reactants needed to synthesize it. The reactants are: C[O:2][C:3](=[O:25])[C:4]1[C:5](=[C:10]([NH:14][C:15]2[CH:24]=[CH:23][C:22]3[C:17](=[CH:18][CH:19]=[CH:20][CH:21]=3)[CH:16]=2)[CH:11]=[CH:12][CH:13]=1)[C:6]([O:8]C)=[O:7].[OH-].[Na+]. (2) Given the product [NH2:19][C:18]1[N:10]([CH2:9][C:7]2[O:6][N:5]=[C:4]([CH:1]([CH3:3])[CH3:2])[CH:8]=2)[C:11](=[S:12])[NH:13][C:21](=[O:22])[CH:20]=1, predict the reactants needed to synthesize it. The reactants are: [CH:1]([C:4]1[CH:8]=[C:7]([CH2:9][NH:10][C:11]([NH2:13])=[S:12])[O:6][N:5]=1)([CH3:3])[CH3:2].[O-]CC.[Na+].[C:18]([CH2:20][C:21](OCC)=[O:22])#[N:19]. (3) The reactants are: N1C=CC=CC=1.[Cl:7][C:8]1[C:13]([NH2:14])=[C:12]([CH3:15])[CH:11]=[CH:10][N:9]=1.[Cl:16][C:17]1[N:25]=[CH:24][CH:23]=[CH:22][C:18]=1[C:19](Cl)=[O:20]. Given the product [Cl:16][C:17]1[N:25]=[CH:24][CH:23]=[CH:22][C:18]=1[C:19]([NH:14][C:13]1[C:8]([Cl:7])=[N:9][CH:10]=[CH:11][C:12]=1[CH3:15])=[O:20], predict the reactants needed to synthesize it. (4) Given the product [F:1][C:2]1[CH:3]=[CH:4][C:5]2[N:6]([C:8]([C:11]3[CH:16]=[CH:15][CH:14]=[CH:13][C:12]=3[S:17][CH2:18][CH2:19][O:20][CH:33]3[CH2:34][CH2:35][CH2:36][CH2:37][O:32]3)=[N:9][N:10]=2)[CH:7]=1, predict the reactants needed to synthesize it. The reactants are: [F:1][C:2]1[CH:3]=[CH:4][C:5]2[N:6]([C:8]([C:11]3[CH:16]=[CH:15][CH:14]=[CH:13][C:12]=3[S:17][CH2:18][CH2:19][OH:20])=[N:9][N:10]=2)[CH:7]=1.CC1C=CC(S(O)(=O)=O)=CC=1.[O:32]1[CH:37]=[CH:36][CH2:35][CH2:34][CH2:33]1. (5) Given the product [CH3:23][O:22][C:19]1[CH:18]=[CH:17][C:16]([N:15]2[C:13](=[O:14])[C:3]3[S:4][CH:5]=[C:6]([C:7]4[CH:8]=[CH:9][CH:10]=[CH:11][CH:12]=4)[C:2]=3[N:1]=[C:24]2[CH3:25])=[CH:21][CH:20]=1, predict the reactants needed to synthesize it. The reactants are: [NH2:1][C:2]1[C:6]([C:7]2[CH:12]=[CH:11][CH:10]=[CH:9][CH:8]=2)=[CH:5][S:4][C:3]=1[C:13]([NH:15][C:16]1[CH:21]=[CH:20][C:19]([O:22][CH3:23])=[CH:18][CH:17]=1)=[O:14].[C:24](OCC)(OCC)(OCC)[CH3:25].C(O)(=O)C.C(OCC)C.